This data is from Catalyst prediction with 721,799 reactions and 888 catalyst types from USPTO. The task is: Predict which catalyst facilitates the given reaction. Reactant: [N:1]1[C:10]2[C:5](=[CH:6][CH:7]=[CH:8][CH:9]=2)[CH:4]=[C:3]([C:11]([OH:13])=O)[CH:2]=1.Cl.[CH3:15][NH:16][O:17][CH3:18].C(N(CC)CC)C.F[P-](F)(F)(F)(F)F.Br[P+](N1CCCC1)(N1CCCC1)N1CCCC1. Product: [CH3:18][O:17][N:16]([CH3:15])[C:11]([C:3]1[CH:2]=[N:1][C:10]2[C:5]([CH:4]=1)=[CH:6][CH:7]=[CH:8][CH:9]=2)=[O:13]. The catalyst class is: 4.